Dataset: Forward reaction prediction with 1.9M reactions from USPTO patents (1976-2016). Task: Predict the product of the given reaction. (1) Given the reactants [F-:1].[K+].Cl([O-])(=O)(=O)=O.[CH3:8][O:9][CH2:10][N+:11]1([CH3:16])[CH2:15][CH2:14][CH2:13][CH2:12]1, predict the reaction product. The product is: [F-:1].[CH3:8][O:9][CH2:10][N+:11]1([CH3:16])[CH2:15][CH2:14][CH2:13][CH2:12]1. (2) Given the reactants [CH3:1][C:2]1[N:3]([CH2:15][CH:16]([CH3:18])[CH3:17])[C:4]2[C:13]3[CH:12]=[CH:11][CH:10]=[CH:9][C:8]=3[N:7]=[CH:6][C:5]=2[N:14]=1.C([N-]C(C)C)(C)C.[Li+].CON(C)[C:30](=[O:32])[CH3:31], predict the reaction product. The product is: [CH3:17][CH:16]([CH3:18])[CH2:15][N:3]1[C:4]2[C:13]3[CH:12]=[CH:11][CH:10]=[CH:9][C:8]=3[N:7]=[CH:6][C:5]=2[N:14]=[C:2]1[CH2:1][C:30](=[O:32])[CH3:31]. (3) Given the reactants Br[CH2:2][CH2:3][CH2:4][CH2:5][CH2:6][CH2:7][C:8]1[C:14]2[CH:15]=[CH:16][C:17]([OH:19])=[CH:18][C:13]=2[CH2:12][CH2:11][CH2:10][C:9]=1[C:20]1[CH:21]=[N:22][CH:23]=[CH:24][CH:25]=1.[CH3:26][NH:27][CH2:28][CH2:29][CH2:30][S:31][CH2:32][CH2:33][CH2:34][C:35]([F:41])([F:40])[C:36]([F:39])([F:38])[F:37], predict the reaction product. The product is: [CH3:26][N:27]([CH2:28][CH2:29][CH2:30][S:31][CH2:32][CH2:33][CH2:34][C:35]([F:41])([F:40])[C:36]([F:39])([F:38])[F:37])[CH2:2][CH2:3][CH2:4][CH2:5][CH2:6][CH2:7][C:8]1[C:14]2[CH:15]=[CH:16][C:17]([OH:19])=[CH:18][C:13]=2[CH2:12][CH2:11][CH2:10][C:9]=1[C:20]1[CH:21]=[N:22][CH:23]=[CH:24][CH:25]=1. (4) Given the reactants Cl[C:2]1[C:11]2[C:6](=[CH:7][CH:8]=[CH:9][CH:10]=2)[CH:5]=[C:4]([NH:12][C:13]2[CH:17]=[CH:16][NH:15][N:14]=2)[N:3]=1.B(O)(O)[C:19]1[C:27]2[C:22](=[CH:23][CH:24]=[CH:25][CH:26]=2)[S:21][CH:20]=1, predict the reaction product. The product is: [S:21]1[CH:20]=[C:19]([C:2]2[C:11]3[C:6](=[CH:7][CH:8]=[CH:9][CH:10]=3)[CH:5]=[C:4]([NH:12][C:13]3[CH:17]=[CH:16][NH:15][N:14]=3)[N:3]=2)[C:27]2[CH:26]=[CH:25][CH:24]=[CH:23][C:22]1=2. (5) Given the reactants [P:1]([O-:8])([O:5][CH2:6][CH3:7])[O:2][CH2:3][CH3:4].C=O.P([O-])(OCC)([O:13][CH2:14]C)=O.C1(C)C=CC=CC=1.[C:27]1([CH3:37])[CH:32]=[CH:31][C:30]([S:33](Cl)(=[O:35])=[O:34])=[CH:29][CH:28]=1, predict the reaction product. The product is: [C:27]1([CH3:37])[CH:32]=[CH:31][C:30]([S:33]([O:13][CH2:14][P:1](=[O:8])([O:5][CH2:6][CH3:7])[O:2][CH2:3][CH3:4])(=[O:35])=[O:34])=[CH:29][CH:28]=1. (6) Given the reactants [CH3:1][Mg]Br.CON(C)[C:7]([C:9]1[CH:10]=[C:11]2[C:16](=[CH:17][CH:18]=1)[CH2:15][N:14]([C:19]([O:21][C:22]([CH3:25])([CH3:24])[CH3:23])=[O:20])[CH2:13][CH2:12]2)=[O:8], predict the reaction product. The product is: [C:7]([C:9]1[CH:10]=[C:11]2[C:16](=[CH:17][CH:18]=1)[CH2:15][N:14]([C:19]([O:21][C:22]([CH3:25])([CH3:23])[CH3:24])=[O:20])[CH2:13][CH2:12]2)(=[O:8])[CH3:1]. (7) Given the reactants S(Cl)(Cl)=O.O[CH2:6][C:7]1[O:11][N:10]=[C:9]([C:12]([OH:14])=O)[CH:8]=1.[ClH:15].[Cl:16][C:17]1[CH:18]=[C:19]2[C:23](=[CH:24][CH:25]=1)[NH:22][CH:21]=[C:20]2[CH2:26][CH2:27][NH2:28].C(N(CC)CC)C, predict the reaction product. The product is: [Cl:16][C:17]1[CH:18]=[C:19]2[C:23](=[CH:24][CH:25]=1)[NH:22][CH:21]=[C:20]2[CH2:26][CH2:27][NH:28][C:12]([C:9]1[CH:8]=[C:7]([CH2:6][Cl:15])[O:11][N:10]=1)=[O:14].